Predict the product of the given reaction. From a dataset of Forward reaction prediction with 1.9M reactions from USPTO patents (1976-2016). The product is: [CH2:1]1[CH:12]2[CH:4]([NH:5][C:6]3[CH:7]=[CH:8][CH:9]=[CH:10][C:11]=32)[CH2:3][CH2:2]1. Given the reactants [CH2:1]1[C:12]2[C:11]3[CH:10]=[CH:9][CH:8]=[CH:7][C:6]=3[NH:5][C:4]=2[CH2:3][CH2:2]1.Cl, predict the reaction product.